Dataset: Forward reaction prediction with 1.9M reactions from USPTO patents (1976-2016). Task: Predict the product of the given reaction. (1) Given the reactants [F:1][C:2]([F:34])([F:33])[C:3]1[CH:32]=[CH:31][C:6]([O:7][CH:8]2[CH2:13][CH2:12][N:11]([C:14]([O:16][CH2:17][C@@:18]([OH:30])([CH3:29])[CH2:19][N:20]3[CH:24]=[C:23]([N+:25]([O-:27])=[O:26])[N:22]=[C:21]3Cl)=[O:15])[CH2:10][CH2:9]2)=[CH:5][CH:4]=1.[H-].[Na+], predict the reaction product. The product is: [F:1][C:2]([F:34])([F:33])[C:3]1[CH:32]=[CH:31][C:6]([O:7][CH:8]2[CH2:13][CH2:12][N:11]([C:14]([O:16][CH2:17][C@:18]3([CH3:29])[O:30][C:21]4=[N:22][C:23]([N+:25]([O-:27])=[O:26])=[CH:24][N:20]4[CH2:19]3)=[O:15])[CH2:10][CH2:9]2)=[CH:5][CH:4]=1. (2) The product is: [OH:15][NH:14][C:3](=[O:2])[CH2:4][CH2:5][C:6]1[C:7](=[O:12])[N:8]([CH3:11])[CH2:9][CH:10]=1. Given the reactants C[O:2][C:3](=O)[CH2:4][CH2:5][C:6]1[C:7](=[O:12])[N:8]([CH3:11])[CH2:9][CH:10]=1.[NH2:14][O:15][K].C(O)(=O)C, predict the reaction product. (3) Given the reactants [CH3:1][O:2][C:3]1[N:8]=[C:7]([O:9][CH3:10])[N:6]=[C:5]([CH:11]2[C:19]3[C:14](=[C:15]([O:20][CH3:21])[CH:16]=[CH:17][CH:18]=3)[NH:13][C:12]2=[O:22])[N:4]=1.CN1C=CN=C1.[F:29][CH:30]([F:35])[S:31](Cl)(=[O:33])=[O:32].O, predict the reaction product. The product is: [F:29][CH:30]([F:35])[S:31]([N:13]1[C:14]2[C:19](=[CH:18][CH:17]=[CH:16][C:15]=2[O:20][CH3:21])[CH:11]([C:5]2[N:4]=[C:3]([O:2][CH3:1])[N:8]=[C:7]([O:9][CH3:10])[N:6]=2)[C:12]1=[O:22])(=[O:33])=[O:32]. (4) The product is: [CH2:1]([O:3][C:4]([C:6]1[C:7]([C:12]2[C:13]([C:18]3[CH:23]=[C:22]([Cl:24])[CH:21]=[CH:20][C:19]=3[O:25][CH2:27][CH:28]([CH3:30])[CH3:29])=[CH:14][CH:15]=[CH:16][CH:17]=2)=[CH:8][CH:9]=[CH:10][CH:11]=1)=[O:5])[CH3:2]. Given the reactants [CH2:1]([O:3][C:4]([C:6]1[C:7]([C:12]2[C:13]([C:18]3[CH:23]=[C:22]([Cl:24])[CH:21]=[CH:20][C:19]=3[OH:25])=[CH:14][CH:15]=[CH:16][CH:17]=2)=[CH:8][CH:9]=[CH:10][CH:11]=1)=[O:5])[CH3:2].Br[CH2:27][CH:28]([CH3:30])[CH3:29], predict the reaction product. (5) Given the reactants C[O:2][C:3]([C:5]1[C:6](=[O:22])[NH:7][C:8]2[C:13]([C:14]=1[C:15]1[CH:20]=[CH:19][CH:18]=[CH:17][CH:16]=1)=[CH:12][C:11]([Cl:21])=[CH:10][CH:9]=2)=[O:4].[OH-].[Li+].O, predict the reaction product. The product is: [Cl:21][C:11]1[CH:12]=[C:13]2[C:8](=[CH:9][CH:10]=1)[NH:7][C:6](=[O:22])[C:5]([C:3]([OH:4])=[O:2])=[C:14]2[C:15]1[CH:20]=[CH:19][CH:18]=[CH:17][CH:16]=1. (6) Given the reactants [OH-].[Na+].[OH:3][CH:4]1[CH2:9][CH2:8][N:7]([C:10]2[CH:19]=[C:18]([C:20]([NH:22][C:23]3[C:32]([CH3:33])=[CH:31][C:26]([C:27]([O:29]C)=[O:28])=[CH:25][C:24]=3[CH3:34])=[O:21])[C:17]3[C:12](=[CH:13][CH:14]=[CH:15][CH:16]=3)[N:11]=2)[CH2:6][CH2:5]1.CO, predict the reaction product. The product is: [OH:3][CH:4]1[CH2:5][CH2:6][N:7]([C:10]2[CH:19]=[C:18]([C:20]([NH:22][C:23]3[C:24]([CH3:34])=[CH:25][C:26]([C:27]([OH:29])=[O:28])=[CH:31][C:32]=3[CH3:33])=[O:21])[C:17]3[C:12](=[CH:13][CH:14]=[CH:15][CH:16]=3)[N:11]=2)[CH2:8][CH2:9]1. (7) Given the reactants [CH:1]1([N:4]([CH2:28][C:29]2[CH:34]=[C:33]([CH2:35][CH2:36][CH2:37][C:38](OC)=[O:39])[CH:32]=[C:31]([Cl:42])[C:30]=2[Cl:43])[C:5]([C@H:7]2[C@H:12]([C:13]3[CH:18]=[CH:17][N:16]([CH3:19])[C:15](=[O:20])[CH:14]=3)[CH2:11][CH2:10][N:9]([C:21]([O:23][C:24]([CH3:27])([CH3:26])[CH3:25])=[O:22])[CH2:8]2)=[O:6])[CH2:3][CH2:2]1.[BH4-].[Li+], predict the reaction product. The product is: [CH:1]1([N:4]([CH2:28][C:29]2[CH:34]=[C:33]([CH2:35][CH2:36][CH2:37][CH2:38][OH:39])[CH:32]=[C:31]([Cl:42])[C:30]=2[Cl:43])[C:5]([C@H:7]2[C@H:12]([C:13]3[CH:18]=[CH:17][N:16]([CH3:19])[C:15](=[O:20])[CH:14]=3)[CH2:11][CH2:10][N:9]([C:21]([O:23][C:24]([CH3:25])([CH3:26])[CH3:27])=[O:22])[CH2:8]2)=[O:6])[CH2:2][CH2:3]1.